Dataset: Reaction yield outcomes from USPTO patents with 853,638 reactions. Task: Predict the reaction yield, written as a fraction of the theoretical maximum amount of product (1.0 means a 100% yield; for example, 0.34 means a 34% yield). (1) The reactants are [F:1][C:2]1[CH:7]=[CH:6][C:5](B(O)O)=[CH:4][CH:3]=1.FC(F)(F)S(O[C:17]1[CH:18]=[C:19]([C@H:23]2[CH2:27][C:26]3([CH2:32][CH2:31][N:30]([C:33]([O:35][C:36]([CH3:39])([CH3:38])[CH3:37])=[O:34])[CH2:29][CH2:28]3)[O:25][CH2:24]2)[CH:20]=[CH:21][CH:22]=1)(=O)=O.C1(C)C=CC=CC=1.C(=O)([O-])[O-].[Cs+].[Cs+]. The catalyst is O.C(OCC)(=O)C.[Pd](Cl)Cl.C1(P(C2C=CC=CC=2)[C-]2C=CC=C2)C=CC=CC=1.[C-]1(P(C2C=CC=CC=2)C2C=CC=CC=2)C=CC=C1.[Fe+2].C(O)(C)C. The product is [F:1][C:2]1[CH:7]=[CH:6][C:5]([C:21]2[CH:22]=[CH:17][CH:18]=[C:19]([C@H:23]3[CH2:27][C:26]4([CH2:28][CH2:29][N:30]([C:33]([O:35][C:36]([CH3:39])([CH3:38])[CH3:37])=[O:34])[CH2:31][CH2:32]4)[O:25][CH2:24]3)[CH:20]=2)=[CH:4][CH:3]=1. The yield is 0.865. (2) The reactants are Br[C:2]1[CH:3]=[CH:4][C:5]2[O:14][CH2:13][CH2:12][C:11]3[S:10][C:9]([C:15]4[N:16]([CH:20]([CH3:22])[CH3:21])[N:17]=[CH:18][N:19]=4)=[N:8][C:7]=3[C:6]=2[CH:23]=1.[CH3:24][O:25][C:26]1[CH:31]=[CH:30][N:29]=[CH:28][C:27]=1B(O)O. No catalyst specified. The product is [CH:20]([N:16]1[C:15]([C:9]2[S:10][C:11]3[CH2:12][CH2:13][O:14][C:5]4[CH:4]=[CH:3][C:2]([C:27]5[CH:28]=[N:29][CH:30]=[CH:31][C:26]=5[O:25][CH3:24])=[CH:23][C:6]=4[C:7]=3[N:8]=2)=[N:19][CH:18]=[N:17]1)([CH3:22])[CH3:21]. The yield is 0.280. (3) The reactants are [CH3:1][N:2]([CH3:14])[C:3]([N:5]1[CH2:9][CH:8]2[CH2:10][C:11](=O)[CH2:12][CH:7]2[CH2:6]1)=[O:4].C1(C)C=CC(S([CH2:24][N+:25]#[C-])(=O)=O)=CC=1.CC(C)([O-])C.[K+].C(O)CCC. The catalyst is COCCOC.O.[Cl-].[Na+].O. The product is [CH3:1][N:2]([CH3:14])[C:3]([N:5]1[CH2:9][CH:8]2[CH2:10][CH:11]([C:24]#[N:25])[CH2:12][CH:7]2[CH2:6]1)=[O:4]. The yield is 0.510. (4) The reactants are Cl[C:2]1[N:7]=[C:6]([NH:8][C@@H:9]2[CH2:13][CH2:12][CH2:11][C@H:10]2[NH:14][S:15]([CH3:18])(=[O:17])=[O:16])[C:5]([Cl:19])=[CH:4][N:3]=1.[CH3:20][O:21][CH2:22][CH2:23][N:24]1[CH2:30][CH2:29][C:28]2[CH:31]=[C:32]([NH2:35])[CH:33]=[CH:34][C:27]=2[CH2:26][CH2:25]1.C12(CS(O)(=O)=O)C(C)(C)C(CC1)CC2=O. The catalyst is C(O)(C)C. The product is [Cl:19][C:5]1[C:6]([NH:8][C@@H:9]2[CH2:13][CH2:12][CH2:11][C@H:10]2[NH:14][S:15]([CH3:18])(=[O:17])=[O:16])=[N:7][C:2]([NH:35][C:32]2[CH:33]=[CH:34][C:27]3[CH2:26][CH2:25][N:24]([CH2:23][CH2:22][O:21][CH3:20])[CH2:30][CH2:29][C:28]=3[CH:31]=2)=[N:3][CH:4]=1. The yield is 0.760. (5) The reactants are [F:1][C:2]1[CH:9]=[CH:8][C:5]([CH:6]=O)=[CH:4][CH:3]=1.C([O-])(=O)C.[Na+].C([BH3-])#N.[Na+].Cl.[CH2:20]([O:22][C:23](=[O:30])[CH2:24][CH:25]([NH2:29])[CH:26]1[CH2:28][CH2:27]1)[CH3:21]. The product is [CH2:20]([O:22][C:23](=[O:30])[CH2:24][CH:25]([CH:26]1[CH2:28][CH2:27]1)[NH:29][CH2:6][C:5]1[CH:8]=[CH:9][C:2]([F:1])=[CH:3][CH:4]=1)[CH3:21]. The yield is 0.530. The catalyst is CO. (6) The reactants are [N+](C1C=CC(CCN)=CC=1)([O-])=O.[CH3:13][O:14][C:15]1[CH:23]=[C:22]2[C:18]([C:19]([CH2:24][CH2:25][NH:26][C:27]3[CH:32]=[C:31]([C:33]4[CH:38]=[CH:37][CH:36]=[C:35]([O:39][CH3:40])[CH:34]=4)[N:30]=[C:29]([O:41][CH3:42])[N:28]=3)=[CH:20][NH:21]2)=[CH:17][CH:16]=1.[ClH:43]. The catalyst is CCO.CCOCC. The product is [ClH:43].[CH3:13][O:14][C:15]1[CH:23]=[C:22]2[C:18]([C:19]([CH2:24][CH2:25][NH:26][C:27]3[CH:32]=[C:31]([C:33]4[CH:38]=[CH:37][CH:36]=[C:35]([O:39][CH3:40])[CH:34]=4)[N:30]=[C:29]([O:41][CH3:42])[N:28]=3)=[CH:20][NH:21]2)=[CH:17][CH:16]=1. The yield is 0.660. (7) The reactants are FC(F)(F)C(O)=O.[Cl:8][C:9]1[N:17]=[C:16]2[C:12]([N:13]=[CH:14][N:15]2[CH:18]2[CH2:23][CH2:22][NH:21][CH2:20][CH2:19]2)=[C:11]([N:24]2[CH2:29][CH2:28][O:27][CH2:26][CH2:25]2)[N:10]=1.[N:30]1[CH:35]=[CH:34][CH:33]=[C:32]([CH:36]=O)[CH:31]=1.C(O[BH-](OC(=O)C)OC(=O)C)(=O)C.[Na+]. The catalyst is O1CCCC1.ClCCl. The product is [Cl:8][C:9]1[N:17]=[C:16]2[C:12]([N:13]=[CH:14][N:15]2[CH:18]2[CH2:23][CH2:22][N:21]([CH2:36][C:32]3[CH:31]=[N:30][CH:35]=[CH:34][CH:33]=3)[CH2:20][CH2:19]2)=[C:11]([N:24]2[CH2:29][CH2:28][O:27][CH2:26][CH2:25]2)[N:10]=1. The yield is 1.00. (8) The reactants are [NH2:1][C:2]1[C:7]([Br:8])=[CH:6][CH:5]=[CH:4][N:3]=1.O.N1C2C(=CC=C3C=2N=CC=C3)C=CC=1.[C:24](#[N:31])[C:25]1[CH:30]=[CH:29][CH:28]=[CH:27][CH:26]=1. The catalyst is [Cu]Br. The product is [Br:8][C:7]1[C:2]2[N:3]([N:31]=[C:24]([C:25]3[CH:30]=[CH:29][CH:28]=[CH:27][CH:26]=3)[N:1]=2)[CH:4]=[CH:5][CH:6]=1. The yield is 0.600. (9) The reactants are [NH2:1][C:2]1[CH:7]=[C:6]([Cl:8])[CH:5]=[CH:4][C:3]=1[SH:9].Br[CH2:11][C:12]1[CH:21]=[CH:20][C:15]([C:16]([O:18][CH3:19])=[O:17])=[CH:14][CH:13]=1.C([O-])([O-])=O.[K+].[K+]. The catalyst is CN(C=O)C. The product is [NH2:1][C:2]1[CH:7]=[C:6]([Cl:8])[CH:5]=[CH:4][C:3]=1[S:9][CH2:11][C:12]1[CH:21]=[CH:20][C:15]([C:16]([O:18][CH3:19])=[O:17])=[CH:14][CH:13]=1. The yield is 0.880.